This data is from Forward reaction prediction with 1.9M reactions from USPTO patents (1976-2016). The task is: Predict the product of the given reaction. Given the reactants Cl[C:2]1[N:7]=[C:6]([N:8]([CH3:10])[CH3:9])[C:5]([C:11]2[CH:16]=[CH:15][C:14]([Cl:17])=[CH:13][CH:12]=2)=[C:4]([C:18]2[CH:23]=[CH:22][C:21]([Cl:24])=[CH:20][CH:19]=2)[N:3]=1.O.[NH2:26][NH2:27], predict the reaction product. The product is: [Cl:17][C:14]1[CH:13]=[CH:12][C:11]([C:5]2[C:6]([N:8]([CH3:9])[CH3:10])=[N:7][C:2]([NH:26][NH2:27])=[N:3][C:4]=2[C:18]2[CH:23]=[CH:22][C:21]([Cl:24])=[CH:20][CH:19]=2)=[CH:16][CH:15]=1.